Dataset: Forward reaction prediction with 1.9M reactions from USPTO patents (1976-2016). Task: Predict the product of the given reaction. (1) Given the reactants Br[CH2:2][C:3]([CH2:5]Br)=[O:4].[Cl:7][C:8]1[CH:16]=[CH:15][CH:14]=[C:13]([Cl:17])[C:9]=1[C:10](O)=[O:11].[F-].[K+], predict the reaction product. The product is: [Cl:7][C:8]1[CH:16]=[CH:15][CH:14]=[C:13]([Cl:17])[C:9]=1[CH2:10][O:11][CH2:2][C:3]([CH2:5][O:11][CH2:10][C:9]1[C:8]([Cl:7])=[CH:16][CH:15]=[CH:14][C:13]=1[Cl:17])=[O:4]. (2) The product is: [CH2:1]([O:6][CH:7]1[CH:10]([CH:11]2[CH:16]=[CH:15][CH:14]=[CH:13][C:12]2=[O:17])[CH2:9][CH2:8]1)[C:5]1[CH:4]=[CH:3][CH:2]=[CH:19][CH:18]=1. Given the reactants [CH:1]1([O:6][CH:7]2[CH:10]([CH:11]3[CH:16]=[CH:15][CH:14]=[CH:13][C:12]3=[O:17])[CH2:9][CH2:8]2)[CH2:5][CH2:4][CH2:3][CH2:2]1.[C:18]([Li])(C)(C)[CH3:19], predict the reaction product. (3) Given the reactants [Cl:1][C:2]1[C:7]([CH2:8][OH:9])=[CH:6][CH:5]=[C:4]([Cl:10])[N:3]=1.N1C=CN=C1.[Si:16](Cl)([C:19]([CH3:22])([CH3:21])[CH3:20])([CH3:18])[CH3:17].O, predict the reaction product. The product is: [Si:16]([O:9][CH2:8][C:7]1[C:2]([Cl:1])=[N:3][C:4]([Cl:10])=[CH:5][CH:6]=1)([C:19]([CH3:22])([CH3:21])[CH3:20])([CH3:18])[CH3:17]. (4) Given the reactants [C:1]([CH:4](C(OC(C)(C)C)=O)[C:5]([C:7]12[CH2:14][CH2:13][C:10]([C:15]([O:17][CH3:18])=[O:16])([CH2:11][CH2:12]1)[CH2:9][CH2:8]2)=[O:6])(=[O:3])[CH3:2].FC(F)(F)C=O.C(=O)(O)[O-].[Na+], predict the reaction product. The product is: [O:3]=[C:1]([CH3:2])[CH2:4][C:5]([C:7]12[CH2:12][CH2:11][C:10]([C:15]([O:17][CH3:18])=[O:16])([CH2:13][CH2:14]1)[CH2:9][CH2:8]2)=[O:6]. (5) Given the reactants [CH2:1]([O:3][C:4]([C:6]1[C:7]([OH:23])=[C:8]2[C:15]([C:16]3[CH:21]=[CH:20][C:19]([Cl:22])=[CH:18][CH:17]=3)=[N:14][S:13][C:9]2=[C:10](Br)[N:11]=1)=[O:5])[CH3:2].[CH3:24][O:25][C:26]1[CH:27]=[C:28](B(O)O)[CH:29]=[CH:30][CH:31]=1, predict the reaction product. The product is: [CH2:1]([O:3][C:4]([C:6]1[C:7]([OH:23])=[C:8]2[C:15]([C:16]3[CH:21]=[CH:20][C:19]([Cl:22])=[CH:18][CH:17]=3)=[N:14][S:13][C:9]2=[C:10]([C:30]2[CH:29]=[CH:28][CH:27]=[C:26]([O:25][CH3:24])[CH:31]=2)[N:11]=1)=[O:5])[CH3:2]. (6) Given the reactants C([O:3][C:4]([C:6]1[CH:7]=[CH:8][C:9]2[N:10]([C:12]([CH:15]([C:17]3[CH:18]=[C:19]4[C:23](=[CH:24][C:25]=3[F:26])[N:22]([CH3:27])[N:21]=[CH:20]4)[CH3:16])=[CH:13][N:14]=2)[N:11]=1)=[CH2:5])C.Cl, predict the reaction product. The product is: [F:26][C:25]1[CH:24]=[C:23]2[C:19]([CH:20]=[N:21][N:22]2[CH3:27])=[CH:18][C:17]=1[CH:15]([C:12]1[N:10]2[N:11]=[C:6]([C:4](=[O:3])[CH3:5])[CH:7]=[CH:8][C:9]2=[N:14][CH:13]=1)[CH3:16]. (7) Given the reactants [OH:1][C:2]1[C:15]([CH2:16][CH:17]=[CH2:18])=[C:14]([OH:19])[CH:13]=[CH:12][C:3]=1[C:4]([C:6]1[CH:11]=[CH:10][CH:9]=[CH:8][CH:7]=1)=[O:5], predict the reaction product. The product is: [OH:1][C:2]1[C:15]([CH2:16][CH2:17][CH3:18])=[C:14]([OH:19])[CH:13]=[CH:12][C:3]=1[C:4]([C:6]1[CH:11]=[CH:10][CH:9]=[CH:8][CH:7]=1)=[O:5]. (8) Given the reactants [C:1]1([C:7]2[N:8]=[C:9]([C:12](OCC)=[O:13])[S:10][CH:11]=2)[CH:6]=[CH:5][CH:4]=[CH:3][CH:2]=1.[H-].[H-].[H-].[H-].[Li+].[Al+3], predict the reaction product. The product is: [C:1]1([C:7]2[N:8]=[C:9]([CH2:12][OH:13])[S:10][CH:11]=2)[CH:2]=[CH:3][CH:4]=[CH:5][CH:6]=1.